This data is from Catalyst prediction with 721,799 reactions and 888 catalyst types from USPTO. The task is: Predict which catalyst facilitates the given reaction. (1) Reactant: [C:1]([O:5][C:6]([NH:8][CH2:9][CH:10]([C:14]1[CH:19]=[CH:18][CH:17]=[CH:16][CH:15]=1)[C:11]([OH:13])=O)=[O:7])([CH3:4])([CH3:3])[CH3:2].C(Cl)CCl.[CH:24]1[C:33]2[CH:32]=[CH:31][CH:30]=[C:29]([NH2:34])[C:28]=2[CH:27]=[CH:26][N:25]=1.CO.C(Cl)Cl. Product: [CH:24]1[C:33]2[C:28](=[C:29]([NH:34][C:11](=[O:13])[CH:10]([C:14]3[CH:19]=[CH:18][CH:17]=[CH:16][CH:15]=3)[CH2:9][NH:8][C:6](=[O:7])[O:5][C:1]([CH3:2])([CH3:3])[CH3:4])[CH:30]=[CH:31][CH:32]=2)[CH:27]=[CH:26][N:25]=1. The catalyst class is: 383. (2) Reactant: C1([O:7][C:8](=O)[NH:9][C:10]2([C:22]3[CH:27]=[CH:26][CH:25]=[CH:24][C:23]=3[O:28][CH2:29][CH3:30])[C:18]3[C:13](=[CH:14][CH:15]=[C:16]([O:19][CH3:20])[CH:17]=3)[NH:12][C:11]2=[O:21])C=CC=CC=1.[CH3:32][N:33]1[CH2:38][CH2:37][CH:36]([N:39]2[CH2:44][CH2:43][NH:42][CH2:41][CH2:40]2)[CH2:35][CH2:34]1. Product: [CH2:29]([O:28][C:23]1[CH:24]=[CH:25][CH:26]=[CH:27][C:22]=1[C:10]1([NH:9][C:8]([N:42]2[CH2:41][CH2:40][N:39]([CH:36]3[CH2:37][CH2:38][N:33]([CH3:32])[CH2:34][CH2:35]3)[CH2:44][CH2:43]2)=[O:7])[C:18]2[C:13](=[CH:14][CH:15]=[C:16]([O:19][CH3:20])[CH:17]=2)[NH:12][C:11]1=[O:21])[CH3:30]. The catalyst class is: 1. (3) Reactant: [C:1]([NH:5][C:6]1[N:7]=[C:8](Cl)[CH:9]=[C:10]2[C:15]=1[C:14](=[O:16])[N:13]([CH2:17][CH2:18][S:19]([CH3:22])(=[O:21])=[O:20])[CH:12]=[CH:11]2)([CH3:4])([CH3:3])[CH3:2].[NH2:24][C:25]1[CH:30]=[N:29][CH:28]=[CH:27][N:26]=1.C([O-])([O-])=O.[Na+].[Na+].CC1(C)C2C(=C(P(C3C=CC=CC=3)C3C=CC=CC=3)C=CC=2)OC2C(P(C3C=CC=CC=3)C3C=CC=CC=3)=CC=CC1=2. Product: [C:1]([NH:5][C:6]1[N:7]=[C:8]([NH:24][C:25]2[CH:30]=[N:29][CH:28]=[CH:27][N:26]=2)[CH:9]=[C:10]2[C:15]=1[C:14](=[O:16])[N:13]([CH2:17][CH2:18][S:19]([CH3:22])(=[O:21])=[O:20])[CH:12]=[CH:11]2)([CH3:4])([CH3:3])[CH3:2]. The catalyst class is: 12. (4) Reactant: C([N:8]1[CH2:12][CH:11]([C:13]2[CH:18]=[CH:17][C:16]([F:19])=[CH:15][C:14]=2[F:20])[CH:10]([CH:21]([O:23][C:24]2[CH:29]=[CH:28][C:27]([Cl:30])=[CH:26][N:25]=2)[CH3:22])[CH2:9]1)C1C=CC=CC=1.ClC(OC(Cl)C)=O.CCN(C(C)C)C(C)C. Product: [Cl:30][C:27]1[CH:28]=[CH:29][C:24]([O:23][CH:21]([CH:10]2[CH:11]([C:13]3[CH:18]=[CH:17][C:16]([F:19])=[CH:15][C:14]=3[F:20])[CH2:12][NH:8][CH2:9]2)[CH3:22])=[N:25][CH:26]=1. The catalyst class is: 11. (5) Reactant: CC1C=CC(S(O[CH2:12][CH2:13][CH2:14][C:15]2[C:23]3[C:18](=[CH:19][CH:20]=[C:21]([C:24]#[N:25])[CH:22]=3)[NH:17][CH:16]=2)(=O)=O)=CC=1.[N:26]1([C:32]2[N:37]=[C:36]([C:38]([F:41])([F:40])[F:39])[CH:35]=[CH:34][N:33]=2)[CH2:31][CH2:30][NH:29][CH2:28][CH2:27]1.C(=O)([O-])[O-].[K+].[K+].[I-].[K+]. Product: [F:41][C:38]([F:39])([F:40])[C:36]1[CH:35]=[CH:34][N:33]=[C:32]([N:26]2[CH2:27][CH2:28][N:29]([CH2:12][CH2:13][CH2:14][C:15]3[C:23]4[C:18](=[CH:19][CH:20]=[C:21]([C:24]#[N:25])[CH:22]=4)[NH:17][CH:16]=3)[CH2:30][CH2:31]2)[N:37]=1. The catalyst class is: 10.